This data is from Reaction yield outcomes from USPTO patents with 853,638 reactions. The task is: Predict the reaction yield, written as a fraction of the theoretical maximum amount of product (1.0 means a 100% yield; for example, 0.34 means a 34% yield). (1) The reactants are Cl[C:2]1[N:3]=[N:4][CH:5]=[C:6]([C:12]2[CH:17]=[CH:16][CH:15]=[CH:14][CH:13]=2)[C:7]=1[C:8]([O:10][CH3:11])=[O:9].O.C(=O)([O-])[O-].[Na+].[Na+].[C:25]1(B(O)O)[CH:30]=[CH:29][CH:28]=[CH:27][CH:26]=1. The catalyst is O1CCOCC1.[Pd].C1(P(C2C=CC=CC=2)C2C=CC=CC=2)C=CC=CC=1.C1(P(C2C=CC=CC=2)C2C=CC=CC=2)C=CC=CC=1.C1(P(C2C=CC=CC=2)C2C=CC=CC=2)C=CC=CC=1.C1(P(C2C=CC=CC=2)C2C=CC=CC=2)C=CC=CC=1. The product is [C:25]1([C:2]2[N:3]=[N:4][CH:5]=[C:6]([C:12]3[CH:17]=[CH:16][CH:15]=[CH:14][CH:13]=3)[C:7]=2[C:8]([O:10][CH3:11])=[O:9])[CH:30]=[CH:29][CH:28]=[CH:27][CH:26]=1. The yield is 0.820. (2) The reactants are [CH2:1]([N:3]([CH2:25][CH3:26])[C:4]([C:6]1[CH:11]=[C:10]([Sn](CCCC)(CCCC)CCCC)[CH:9]=[CH:8][N:7]=1)=[O:5])[CH3:2].[Cl:27][C:28]1[N:33]=[C:32](Cl)[CH:31]=[CH:30][N:29]=1.ClCCl. The catalyst is O1CCOCC1.C1C=CC([P]([Pd]([P](C2C=CC=CC=2)(C2C=CC=CC=2)C2C=CC=CC=2)([P](C2C=CC=CC=2)(C2C=CC=CC=2)C2C=CC=CC=2)[P](C2C=CC=CC=2)(C2C=CC=CC=2)C2C=CC=CC=2)(C2C=CC=CC=2)C2C=CC=CC=2)=CC=1. The product is [Cl:27][C:28]1[N:33]=[C:32]([C:10]2[CH:9]=[CH:8][N:7]=[C:6]([C:4]([N:3]([CH2:1][CH3:2])[CH2:25][CH3:26])=[O:5])[CH:11]=2)[CH:31]=[CH:30][N:29]=1. The yield is 0.250.